From a dataset of Forward reaction prediction with 1.9M reactions from USPTO patents (1976-2016). Predict the product of the given reaction. (1) Given the reactants C[O:2][C@:3]1([C@@H:24]2[CH2:28][S:27][C:26](=[O:29])[N:25]2CC2C=CC(OC)=CC=2)[CH2:8][C@H:7]([NH:9][C:10](=[O:18])/[CH:11]=[C:12](/[CH3:17])\[CH2:13][CH2:14][CH:15]=[CH2:16])[CH2:6][C@@H:5]([CH2:19][CH2:20][CH2:21][CH:22]=[CH2:23])[O:4]1.COC1C=CC(CN2CCSC2=O)=CC=1, predict the reaction product. The product is: [OH:2][C@:3]1([C@@H:24]2[CH2:28][S:27][C:26](=[O:29])[NH:25]2)[CH2:8][C@H:7]([NH:9][C:10](=[O:18])/[CH:11]=[C:12](/[CH3:17])\[CH2:13][CH2:14][CH:15]=[CH2:16])[CH2:6][C@@H:5]([CH2:19][CH2:20][CH2:21][CH:22]=[CH2:23])[O:4]1. (2) Given the reactants [OH:1][C:2]1[CH:7]=[CH:6][C:5]([N:8]2[C:12](=[O:13])[CH2:11][CH:10]([C:14]([OH:16])=[O:15])[CH2:9]2)=[CH:4][C:3]=1[CH3:17].S(=O)(=O)(O)O.[CH3:23]O, predict the reaction product. The product is: [CH3:23][O:15][C:14]([CH:10]1[CH2:11][C:12](=[O:13])[N:8]([C:5]2[CH:6]=[CH:7][C:2]([OH:1])=[C:3]([CH3:17])[CH:4]=2)[CH2:9]1)=[O:16]. (3) Given the reactants [Br:1][C:2]1[CH:9]=[CH:8][CH:7]=[C:6]([N:10]2[CH2:19][CH2:18][C:17]3[C:12](=[CH:13][CH:14]=[C:15]([C:20]([OH:23])([CH3:22])[CH3:21])[CH:16]=3)[C:11]2=[O:24])[C:3]=1[CH:4]=[O:5].C([BH-](CC)CC)C.[Li+].C([O-])(O)=O.[Na+].O, predict the reaction product. The product is: [Br:1][C:2]1[C:3]([CH2:4][OH:5])=[C:6]([N:10]2[CH2:19][CH2:18][C:17]3[C:12](=[CH:13][CH:14]=[C:15]([C:20]([OH:23])([CH3:21])[CH3:22])[CH:16]=3)[C:11]2=[O:24])[CH:7]=[CH:8][CH:9]=1. (4) The product is: [CH2:15]([N:14]([CH2:17][CH3:18])[C:4]1[C:5]([N+:11]([O-:13])=[O:12])=[CH:6][C:7]([N+:8]([O-:10])=[O:9])=[C:2]([NH:1][C:23](=[O:24])[C:22]2[CH:26]=[CH:27][CH:28]=[CH:29][C:21]=2[O:20][CH3:19])[CH:3]=1)[CH3:16]. Given the reactants [NH2:1][C:2]1[C:7]([N+:8]([O-:10])=[O:9])=[CH:6][C:5]([N+:11]([O-:13])=[O:12])=[C:4]([N:14]([CH2:17][CH3:18])[CH2:15][CH3:16])[CH:3]=1.[CH3:19][O:20][C:21]1[CH:29]=[CH:28][CH:27]=[CH:26][C:22]=1[C:23](Cl)=[O:24].O, predict the reaction product. (5) The product is: [O:1]=[C:2]1[CH2:3][CH:4]2[CH:8]([CH2:7][CH:6]([C:10]([O:12][CH2:13][CH3:14])=[O:11])[CH2:5]2)[CH2:9]1. Given the reactants [O:1]=[C:2]1[CH2:9][CH:8]2[CH:4]([CH2:5][C:6](C(OCC)=O)([C:10]([O:12][C:13](C)(C)[CH3:14])=[O:11])[CH2:7]2)[CH2:3]1.C(O)(C(F)(F)F)=O, predict the reaction product. (6) The product is: [C:20]([C:15]1[CH:16]=[CH:17][CH:18]=[CH:19][C:14]=1[C:11]1[CH:12]=[CH:13][C:8]([CH2:7][N:6]2[C:5]3[C:22]([C:26]([O:28][CH3:29])=[O:27])=[CH:23][CH:24]=[CH:25][C:4]=3[N:3]=[C:2]2[N:30]2[CH2:35][CH2:34][O:33][CH2:32][CH2:31]2)=[CH:9][CH:10]=1)#[N:21]. Given the reactants Cl[C:2]1[N:6]([CH2:7][C:8]2[CH:13]=[CH:12][C:11]([C:14]3[CH:19]=[CH:18][CH:17]=[CH:16][C:15]=3[C:20]#[N:21])=[CH:10][CH:9]=2)[C:5]2[C:22]([C:26]([O:28][CH3:29])=[O:27])=[CH:23][CH:24]=[CH:25][C:4]=2[N:3]=1.[NH:30]1[CH2:35][CH2:34][O:33][CH2:32][CH2:31]1, predict the reaction product.